From a dataset of Full USPTO retrosynthesis dataset with 1.9M reactions from patents (1976-2016). Predict the reactants needed to synthesize the given product. (1) Given the product [Cl:40][C:41]1[CH:58]=[CH:57][C:44]([CH2:45][C:46]2([C:52]([O:54][CH2:55][CH3:56])=[O:53])[CH2:47][CH2:48][N:49]([S:34]([C:31]3[C:30]([CH3:38])=[N:29][N:28]([CH3:27])[C:32]=3[CH3:33])(=[O:36])=[O:35])[CH2:50][CH2:51]2)=[CH:43][CH:42]=1, predict the reactants needed to synthesize it. The reactants are: ClC1C=C(C=CC=1Cl)OC1CCN(S(C2C(C)=NN(C)C=2C)(=O)=O)CC1.[CH3:27][N:28]1[C:32]([CH3:33])=[C:31]([S:34](Cl)(=[O:36])=[O:35])[C:30]([CH3:38])=[N:29]1.Cl.[Cl:40][C:41]1[CH:58]=[CH:57][C:44]([CH2:45][C:46]2([C:52]([O:54][CH2:55][CH3:56])=[O:53])[CH2:51][CH2:50][NH:49][CH2:48][CH2:47]2)=[CH:43][CH:42]=1. (2) Given the product [CH3:18][O:17][C:14]1[CH:15]=[CH:16][C:11]([CH2:10][O:9][CH2:8][C:6]2[CH:7]=[C:2]([C:27](=[O:29])[CH3:28])[CH:3]=[N:4][CH:5]=2)=[CH:12][CH:13]=1, predict the reactants needed to synthesize it. The reactants are: Br[C:2]1[CH:3]=[N:4][CH:5]=[C:6]([CH2:8][O:9][CH2:10][C:11]2[CH:16]=[CH:15][C:14]([O:17][CH3:18])=[CH:13][CH:12]=2)[CH:7]=1.[Li]CCCC.CON(C)[C:27](=[O:29])[CH3:28]. (3) The reactants are: [CH:1]1([C:4]2[C:5]([N:22]3[CH2:27][CH2:26][N:25](C(OC(C)(C)C)=O)[CH2:24][CH2:23]3)=[C:6]3[CH:12]=[N:11][N:10]([CH2:13][C:14]4[CH:19]=[CH:18][C:17]([O:20][CH3:21])=[CH:16][CH:15]=4)[C:7]3=[N:8][CH:9]=2)[CH2:3][CH2:2]1.[C:35]([OH:41])([C:37]([F:40])([F:39])[F:38])=[O:36].C(Cl)Cl. Given the product [OH:41][C:35]([C:37]([F:40])([F:39])[F:38])=[O:36].[CH:1]1([C:4]2[C:5]([N:22]3[CH2:23][CH2:24][NH:25][CH2:26][CH2:27]3)=[C:6]3[CH:12]=[N:11][N:10]([CH2:13][C:14]4[CH:15]=[CH:16][C:17]([O:20][CH3:21])=[CH:18][CH:19]=4)[C:7]3=[N:8][CH:9]=2)[CH2:3][CH2:2]1, predict the reactants needed to synthesize it. (4) Given the product [N:7]1[CH:12]=[CH:11][CH:10]=[C:9]([C:13]2[CH:17]=[C:16]([C:18]([F:20])([F:19])[F:21])[N:15]([C:22]3[CH:29]=[CH:28][C:25]([CH2:26][NH2:27])=[CH:24][CH:23]=3)[N:14]=2)[CH:8]=1, predict the reactants needed to synthesize it. The reactants are: [H-].[Al+3].[Li+].[H-].[H-].[H-].[N:7]1[CH:12]=[CH:11][CH:10]=[C:9]([C:13]2[CH:17]=[C:16]([C:18]([F:21])([F:20])[F:19])[N:15]([C:22]3[CH:29]=[CH:28][C:25]([C:26]#[N:27])=[CH:24][CH:23]=3)[N:14]=2)[CH:8]=1. (5) Given the product [CH:35]([OH:37])=[O:36].[CH3:69][O:70][C:71]1[CH:76]=[CH:75][N:74]=[CH:73][C:72]=1[C:39]1[CH:40]=[C:41]2[C:45](=[CH:46][CH:47]=1)[NH:44][N:43]=[C:42]2[C:48]([NH:50][CH2:51][CH:52]1[CH2:57][CH2:56][N:55]([CH2:58][C:59]2[O:63][C:62]([C:64]([OH:66])=[O:65])=[CH:61][CH:60]=2)[CH2:54][CH2:53]1)=[O:49], predict the reactants needed to synthesize it. The reactants are: O.FC1C(F)=CC=CC=1C1C=C2C(=CC=1)NN=C2C(NCC1CCN(CC2OC=C([C:35]([OH:37])=[O:36])N=2)CC1)=O.Br[C:39]1[CH:40]=[C:41]2[C:45](=[CH:46][CH:47]=1)[NH:44][N:43]=[C:42]2[C:48]([NH:50][CH2:51][CH:52]1[CH2:57][CH2:56][N:55]([CH2:58][C:59]2[O:63][C:62]([C:64]([O:66]CC)=[O:65])=[CH:61][CH:60]=2)[CH2:54][CH2:53]1)=[O:49].[CH3:69][O:70][C:71]1[CH:76]=[CH:75][N:74]=[CH:73][C:72]=1B(O)O. (6) Given the product [C:1]([O:8][CH2:12][CH2:13][CH2:14][Si:15]([O:16][CH2:17][CH3:18])([O:22][CH2:23][CH3:24])[O:19][CH2:20][CH3:21])(=[O:7])/[CH:2]=[CH:3]/[C:4]([O:6][CH2:12][CH2:13][CH2:14][Si:15]([O:22][CH2:23][CH3:24])([O:19][CH2:20][CH3:21])[O:16][CH2:17][CH3:18])=[O:5], predict the reactants needed to synthesize it. The reactants are: [C:1]([O-:8])(=[O:7])/[CH:2]=[CH:3]/[C:4]([O-:6])=[O:5].[Na+].[Na+].Cl[CH2:12][CH2:13][CH2:14][Si:15]([O:22][CH2:23][CH3:24])([O:19][CH2:20][CH3:21])[O:16][CH2:17][CH3:18]. (7) Given the product [F:1][C:2]1[CH:3]=[C:4]([C@H:10]2[CH2:14][CH2:13][CH2:12][N:11]2[C:15]2[CH:20]=[CH:19][N:18]3[N:21]=[CH:22][C:23]([C:24]([O:26][CH3:28])=[O:25])=[C:17]3[N:16]=2)[C:5]([OH:8])=[N:6][CH:7]=1, predict the reactants needed to synthesize it. The reactants are: [F:1][C:2]1[CH:3]=[C:4]([C@H:10]2[CH2:14][CH2:13][CH2:12][N:11]2[C:15]2[CH:20]=[CH:19][N:18]3[N:21]=[CH:22][C:23]([C:24]([OH:26])=[O:25])=[C:17]3[N:16]=2)[C:5]([O:8]C)=[N:6][CH:7]=1.[Si](C=[N+]=[N-])(C)(C)[CH3:28].Cl. (8) Given the product [OH:1][C:2]1[CH:3]=[C:4]([CH:5]=[CH:6][C:7]=1[OH:8])/[CH:9]=[CH:10]\[CH:15]([S:16][CH:15](/[CH:10]=[CH:9]\[C:4]1[CH:5]=[CH:6][C:7]([OH:8])=[C:2]([OH:1])[CH:3]=1)[C:14]1[C:17]([O:23][CH3:24])=[CH:18][C:19]([O:21][CH3:22])=[CH:20][C:13]=1[O:12][CH3:11])[C:14]1[C:17]([O:23][CH3:24])=[CH:18][C:19]([O:21][CH3:22])=[CH:20][C:13]=1[O:12][CH3:11], predict the reactants needed to synthesize it. The reactants are: [OH:1][C:2]1[CH:3]=[C:4]([C:9]#[CH:10])[CH:5]=[CH:6][C:7]=1[OH:8].[CH3:11][O:12][C:13]1[CH:20]=[C:19]([O:21][CH3:22])[CH:18]=[C:17]([O:23][CH3:24])[C:14]=1[CH2:15][SH:16].[Na].